This data is from NCI-60 drug combinations with 297,098 pairs across 59 cell lines. The task is: Regression. Given two drug SMILES strings and cell line genomic features, predict the synergy score measuring deviation from expected non-interaction effect. (1) Drug 1: CN(C)C1=NC(=NC(=N1)N(C)C)N(C)C. Drug 2: CN(CCCl)CCCl.Cl. Cell line: OVCAR3. Synergy scores: CSS=-0.458, Synergy_ZIP=-1.95, Synergy_Bliss=-2.71, Synergy_Loewe=-11.1, Synergy_HSA=-5.80. (2) Drug 2: C1CCC(C(C1)N)N.C(=O)(C(=O)[O-])[O-].[Pt+4]. Synergy scores: CSS=8.02, Synergy_ZIP=11.6, Synergy_Bliss=19.4, Synergy_Loewe=15.3, Synergy_HSA=16.2. Cell line: SN12C. Drug 1: C1C(C(OC1N2C=NC3=C2NC=NCC3O)CO)O. (3) Drug 1: C1=CC(=CC=C1C#N)C(C2=CC=C(C=C2)C#N)N3C=NC=N3. Drug 2: CC12CCC3C(C1CCC2O)C(CC4=C3C=CC(=C4)O)CCCCCCCCCS(=O)CCCC(C(F)(F)F)(F)F. Cell line: RPMI-8226. Synergy scores: CSS=8.32, Synergy_ZIP=-0.176, Synergy_Bliss=-7.84, Synergy_Loewe=6.73, Synergy_HSA=-7.56. (4) Cell line: HT29. Drug 2: C(CN)CNCCSP(=O)(O)O. Synergy scores: CSS=6.63, Synergy_ZIP=0.282, Synergy_Bliss=3.27, Synergy_Loewe=3.25, Synergy_HSA=3.68. Drug 1: CC1=CC2C(CCC3(C2CCC3(C(=O)C)OC(=O)C)C)C4(C1=CC(=O)CC4)C. (5) Drug 1: C1=CC(=C2C(=C1NCCNCCO)C(=O)C3=C(C=CC(=C3C2=O)O)O)NCCNCCO. Drug 2: CN1C(=O)N2C=NC(=C2N=N1)C(=O)N. Cell line: IGROV1. Synergy scores: CSS=37.4, Synergy_ZIP=-6.67, Synergy_Bliss=-3.09, Synergy_Loewe=-54.6, Synergy_HSA=-4.16. (6) Cell line: SK-MEL-28. Drug 2: CC1=C(C(=CC=C1)Cl)NC(=O)C2=CN=C(S2)NC3=CC(=NC(=N3)C)N4CCN(CC4)CCO. Synergy scores: CSS=-0.583, Synergy_ZIP=1.16, Synergy_Bliss=4.47, Synergy_Loewe=-1.41, Synergy_HSA=-0.377. Drug 1: CN(C)C1=NC(=NC(=N1)N(C)C)N(C)C. (7) Drug 1: CNC(=O)C1=CC=CC=C1SC2=CC3=C(C=C2)C(=NN3)C=CC4=CC=CC=N4. Drug 2: CC=C1C(=O)NC(C(=O)OC2CC(=O)NC(C(=O)NC(CSSCCC=C2)C(=O)N1)C(C)C)C(C)C. Cell line: LOX IMVI. Synergy scores: CSS=56.1, Synergy_ZIP=-1.04, Synergy_Bliss=-2.03, Synergy_Loewe=-62.4, Synergy_HSA=-0.312. (8) Drug 1: C1CNP(=O)(OC1)N(CCCl)CCCl. Drug 2: C(CN)CNCCSP(=O)(O)O. Cell line: HL-60(TB). Synergy scores: CSS=33.4, Synergy_ZIP=10.1, Synergy_Bliss=3.38, Synergy_Loewe=18.9, Synergy_HSA=5.98. (9) Drug 1: C1=CC(=CC=C1CCCC(=O)O)N(CCCl)CCCl. Drug 2: CC1C(C(CC(O1)OC2CC(CC3=C2C(=C4C(=C3O)C(=O)C5=C(C4=O)C(=CC=C5)OC)O)(C(=O)CO)O)N)O.Cl. Cell line: RXF 393. Synergy scores: CSS=45.0, Synergy_ZIP=-0.433, Synergy_Bliss=2.97, Synergy_Loewe=-22.5, Synergy_HSA=3.30.